This data is from Forward reaction prediction with 1.9M reactions from USPTO patents (1976-2016). The task is: Predict the product of the given reaction. (1) The product is: [CH2:27]([C:26]1[N:22]([C:18]2[CH:17]=[C:16]([CH:11]3[C:10]([CH3:30])([CH3:29])[CH2:9][C:8]4[C:13](=[CH:14][CH:15]=[C:6]([C:4]([OH:5])=[O:3])[CH:7]=4)[NH:12]3)[CH:21]=[CH:20][CH:19]=2)[N:23]=[N:24][N:25]=1)[CH3:28]. Given the reactants C([O:3][C:4]([C:6]1[CH:7]=[C:8]2[C:13](=[CH:14][CH:15]=1)[NH:12][CH:11]([C:16]1[CH:21]=[CH:20][CH:19]=[C:18]([N:22]3[C:26]([CH2:27][CH3:28])=[N:25][N:24]=[N:23]3)[CH:17]=1)[C:10]([CH3:30])([CH3:29])[CH2:9]2)=[O:5])C.[OH-].[Na+].Cl, predict the reaction product. (2) Given the reactants [F:8][C:7]([F:10])([F:9])[C:6](O[C:6](=[O:11])[C:7]([F:10])([F:9])[F:8])=[O:11].[C:14]1([N:24]2[C:28]3=[N:29][CH:30]=[CH:31][CH:32]=[C:27]3[CH:26]=[CH:25]2)[C:23]2[C:18](=[CH:19][CH:20]=[CH:21][CH:22]=2)[CH:17]=[CH:16][N:15]=1, predict the reaction product. The product is: [F:10][C:7]([F:8])([F:9])[C:6]([C:26]1[C:27]2[C:28](=[N:29][CH:30]=[CH:31][CH:32]=2)[N:24]([C:14]2[C:23]3[C:18](=[CH:19][CH:20]=[CH:21][CH:22]=3)[CH:17]=[CH:16][N:15]=2)[CH:25]=1)=[O:11]. (3) Given the reactants [N:1]1([C:7]2[C:12]([C:13]([O:15][CH:16]([CH3:18])[CH3:17])=[O:14])=[CH:11][CH:10]=[CH:9][N:8]=2)[CH2:6][CH2:5][NH:4][CH2:3][CH2:2]1.[CH2:19]([O:21][CH:22]([O:31][CH2:32][CH3:33])[C:23]1[CH:30]=[CH:29][C:26]([CH:27]=O)=[CH:25][CH:24]=1)[CH3:20].[BH-](OC(C)=O)(OC(C)=O)OC(C)=O.[Na+].O, predict the reaction product. The product is: [CH2:32]([O:31][CH:22]([O:21][CH2:19][CH3:20])[C:23]1[CH:30]=[CH:29][C:26]([CH2:27][N:4]2[CH2:3][CH2:2][N:1]([C:7]3[C:12]([C:13]([O:15][CH:16]([CH3:18])[CH3:17])=[O:14])=[CH:11][CH:10]=[CH:9][N:8]=3)[CH2:6][CH2:5]2)=[CH:25][CH:24]=1)[CH3:33]. (4) Given the reactants [NH2:1][C:2]1[C:3]([F:23])=[CH:4][C:5]([CH3:22])=[C:6]([C:8]2[C:9](=[O:21])[N:10]([CH2:19][CH3:20])[C:11]3[C:16]([CH:17]=2)=[CH:15][N:14]=[C:13](Cl)[CH:12]=3)[CH:7]=1.[CH3:24][O:25][C:26]1[CH:33]=[CH:32][C:29]([CH2:30][NH2:31])=[CH:28][CH:27]=1, predict the reaction product. The product is: [CH3:24][O:25][C:26]1[CH:33]=[CH:32][C:29]([CH2:30][NH:31][C:13]2[CH:12]=[C:11]3[C:16]([CH:17]=[C:8]([C:6]4[CH:7]=[C:2]([NH2:1])[C:3]([F:23])=[CH:4][C:5]=4[CH3:22])[C:9](=[O:21])[N:10]3[CH2:19][CH3:20])=[CH:15][N:14]=2)=[CH:28][CH:27]=1. (5) The product is: [Cl:1][C:2]1[S:6][C:5]([S:7]([NH:20][C@H:13]([C:14]2[CH:19]=[CH:18][CH:17]=[CH:16][CH:15]=2)[CH2:11][CH3:12])(=[O:9])=[O:8])=[CH:4][CH:3]=1. Given the reactants [Cl:1][C:2]1[S:6][C:5]([S:7](Cl)(=[O:9])=[O:8])=[CH:4][CH:3]=1.[CH2:11]([C@H:13]([NH2:20])[C:14]1[CH:19]=[CH:18][CH:17]=[CH:16][CH:15]=1)[CH3:12], predict the reaction product. (6) Given the reactants C1(P(C2C=CC=CC=2)C2C=CC3OCOC=3C=2C2C3OCOC=3C=CC=2P(C2C=CC=CC=2)C2C=CC=CC=2)C=CC=CC=1.[Cl:45][CH2:46][C:47](=[O:54])[CH2:48][C:49]([O:51][CH2:52][CH3:53])=[O:50], predict the reaction product. The product is: [Cl:45][CH2:46][C@@H:47]([OH:54])[CH2:48][C:49]([O:51][CH2:52][CH3:53])=[O:50]. (7) Given the reactants [Cl:1][C:2](=[CH2:7])[CH2:3][N:4]=[C:5]=[S:6].[CH2:8]([SH:15])[C:9]1[CH:14]=[CH:13][CH:12]=[CH:11][CH:10]=1.N12CCN(CC1)CC2, predict the reaction product. The product is: [CH2:8]([S:15][C:5](=[S:6])[NH:4][CH2:3][C:2]([Cl:1])=[CH2:7])[C:9]1[CH:14]=[CH:13][CH:12]=[CH:11][CH:10]=1.